Dataset: Full USPTO retrosynthesis dataset with 1.9M reactions from patents (1976-2016). Task: Predict the reactants needed to synthesize the given product. (1) Given the product [C:1]([O:5][C:6]([N:8]1[C@H:12]([CH2:13][OH:14])[CH2:11][C@H:10]([O:15][C:16]2[CH:21]=[C:20]([F:22])[CH:19]=[CH:18][C:17]=2[NH:23][C:24]2[C:25]3[C:32]([CH3:33])=[C:31]([C:34]([NH2:37])=[O:35])[S:30][C:26]=3[N:27]=[CH:28][N:29]=2)[CH2:9]1)=[O:7])([CH3:4])([CH3:3])[CH3:2], predict the reactants needed to synthesize it. The reactants are: [C:1]([O:5][C:6]([N:8]1[C@H:12]([CH2:13][OH:14])[CH2:11][C@H:10]([O:15][C:16]2[CH:21]=[C:20]([F:22])[CH:19]=[CH:18][C:17]=2[NH:23][C:24]2[C:25]3[C:32]([CH3:33])=[C:31]([C:34](O)=[O:35])[S:30][C:26]=3[N:27]=[CH:28][N:29]=2)[CH2:9]1)=[O:7])([CH3:4])([CH3:3])[CH3:2].[NH3:37]. (2) Given the product [CH3:9][O:8][C:7]1[N:6]=[C:5]([S:10][CH3:11])[N:4]=[C:3]([NH:12][C@@H:13]2[CH2:18][CH2:17][CH2:16][N:15]([C:19]([O:21][C:22]([CH3:25])([CH3:24])[CH3:23])=[O:20])[CH2:14]2)[C:2]=1[B:29]1[O:30][C:31]([CH3:33])([CH3:32])[C:27]([CH3:43])([CH3:26])[O:28]1, predict the reactants needed to synthesize it. The reactants are: I[C:2]1[C:3]([NH:12][CH:13]2[CH2:18][CH2:17][CH2:16][N:15]([C:19]([O:21][C:22]([CH3:25])([CH3:24])[CH3:23])=[O:20])[CH2:14]2)=[N:4][C:5]([S:10][CH3:11])=[N:6][C:7]=1[O:8][CH3:9].[CH3:26][C:27]1([CH3:43])[C:31]([CH3:33])([CH3:32])[O:30][B:29]([B:29]2[O:30][C:31]([CH3:33])([CH3:32])[C:27]([CH3:43])([CH3:26])[O:28]2)[O:28]1.CC([O-])=O.[K+].CC(N(C)C)=O. (3) Given the product [CH2:2]([O:13][C:10]1[CH:11]=[CH:12][C:6]2[O:5][CH2:4][O:8][C:7]=2[CH:9]=1)[CH3:3], predict the reactants needed to synthesize it. The reactants are: I[CH2:2][CH3:3].[CH2:4]1[O:8][C:7]2[CH:9]=[C:10]([OH:13])[CH:11]=[CH:12][C:6]=2[O:5]1.C([O-])([O-])=O.[K+].[K+].O. (4) Given the product [CH:1]([N:4]1[CH2:9][CH2:8][N:7]([C:10]([C@H:12]2[CH2:17][CH2:16][C@H:15]([O:18][C:19]3[CH:20]=[CH:21][C:22]([C:23]4[O:24][C:31]([C:30]([F:41])([F:40])[F:29])=[N:26][N:25]=4)=[CH:27][CH:28]=3)[CH2:14][CH2:13]2)=[O:11])[CH2:6][CH2:5]1)([CH3:3])[CH3:2], predict the reactants needed to synthesize it. The reactants are: [CH:1]([N:4]1[CH2:9][CH2:8][N:7]([C:10]([C@H:12]2[CH2:17][CH2:16][C@H:15]([O:18][C:19]3[CH:28]=[CH:27][C:22]([C:23]([NH:25][NH2:26])=[O:24])=[CH:21][CH:20]=3)[CH2:14][CH2:13]2)=[O:11])[CH2:6][CH2:5]1)([CH3:3])[CH3:2].[F:29][C:30]([F:41])([F:40])[C:31](O[C:31](=O)[C:30]([F:41])([F:40])[F:29])=O.C(N(CC)CC)C.S(Cl)(Cl)=O. (5) Given the product [O:21]=[C:20]([N:38]1[CH2:37][CH2:36][N:35]([C:31]2[CH:32]=[CH:33][CH:34]=[C:29]([C:28]([F:41])([F:42])[F:27])[CH:30]=2)[CH2:40][CH2:39]1)[CH2:19][N:17]1[CH:18]=[C:14]([C:7]2[NH:6][C:5]3[C:4](=[O:23])[N:3]([CH2:24][CH2:25][CH3:26])[C:2](=[O:1])[N:10]([CH2:11][CH2:12][CH3:13])[C:9]=3[N:8]=2)[CH:15]=[N:16]1, predict the reactants needed to synthesize it. The reactants are: [O:1]=[C:2]1[N:10]([CH2:11][CH2:12][CH3:13])[C:9]2[N:8]=[C:7]([C:14]3[CH:15]=[N:16][N:17]([CH2:19][C:20](Cl)=[O:21])[CH:18]=3)[NH:6][C:5]=2[C:4](=[O:23])[N:3]1[CH2:24][CH2:25][CH3:26].[F:27][C:28]([F:42])([F:41])[C:29]1[CH:30]=[C:31]([N:35]2[CH2:40][CH2:39][NH:38][CH2:37][CH2:36]2)[CH:32]=[CH:33][CH:34]=1. (6) Given the product [Br:10][CH2:9][CH2:2][CH2:3][CH2:4][CH2:5][CH:13]1[CH2:14][CH:15]2[CH2:18][CH:12]1[CH:17]=[CH:16]2, predict the reactants needed to synthesize it. The reactants are: [Mg].[C:2]12([CH:9](Br)[Br:10])C[CH:5](CC1)[CH2:4][CH2:3]2.[CH:12]12[CH2:18][CH:15]([CH2:16][CH2:17]1)[CH:14]=[CH:13]2.BrCCCCBr. (7) The reactants are: O[C:2]1[C:11]2[C:6](=[N:7][CH:8]=[CH:9][CH:10]=2)[N:5]([C:12]2[CH:17]=[CH:16][CH:15]=[C:14]([C:18]([F:21])([F:20])[F:19])[CH:13]=2)[C:4](=[O:22])[C:3]=1[C:23](=O)[CH2:24][C:25]1[CH:30]=[CH:29][C:28]([C:31]([F:34])([F:33])[F:32])=[CH:27][CH:26]=1.O.[NH2:37][NH2:38].C(=O)([O-])O.[Na+]. Given the product [F:32][C:31]([F:33])([F:34])[C:28]1[CH:29]=[CH:30][C:25]([CH2:24][C:23]2[C:3]3[C:4](=[O:22])[N:5]([C:12]4[CH:17]=[CH:16][CH:15]=[C:14]([C:18]([F:21])([F:20])[F:19])[CH:13]=4)[C:6]4[N:7]=[CH:8][CH:9]=[CH:10][C:11]=4[C:2]=3[NH:38][N:37]=2)=[CH:26][CH:27]=1, predict the reactants needed to synthesize it. (8) Given the product [S:19]([N:16]1[C:13]2[N:14]=[CH:15][C:10]3[N:11]([C:7]([CH2:6][C@@H:3]4[CH2:4][CH2:5][N:1]([C:30]5[N:31]=[CH:32][C:33]([C:36]#[N:37])=[N:34][CH:35]=5)[CH2:2]4)=[N:8][N:9]=3)[C:12]=2[CH:18]=[CH:17]1)([C:22]1[CH:23]=[CH:24][C:25]([CH3:26])=[CH:27][CH:28]=1)(=[O:21])=[O:20], predict the reactants needed to synthesize it. The reactants are: [NH:1]1[CH2:5][CH2:4][C@@H:3]([CH2:6][C:7]2[N:11]3[C:12]4[CH:18]=[CH:17][N:16]([S:19]([C:22]5[CH:28]=[CH:27][C:25]([CH3:26])=[CH:24][CH:23]=5)(=[O:21])=[O:20])[C:13]=4[N:14]=[CH:15][C:10]3=[N:9][N:8]=2)[CH2:2]1.Cl[C:30]1[CH:35]=[N:34][C:33]([C:36]#[N:37])=[CH:32][N:31]=1.CCN(C(C)C)C(C)C.C(Cl)Cl.